Dataset: Peptide-MHC class II binding affinity with 134,281 pairs from IEDB. Task: Regression. Given a peptide amino acid sequence and an MHC pseudo amino acid sequence, predict their binding affinity value. This is MHC class II binding data. (1) The peptide sequence is LARALVRAVAESHGV. The MHC is HLA-DQA10301-DQB10302 with pseudo-sequence HLA-DQA10301-DQB10302. The binding affinity (normalized) is 0.395. (2) The peptide sequence is LIGLRIVFAVLSIVNRVRQG. The MHC is DRB1_1001 with pseudo-sequence DRB1_1001. The binding affinity (normalized) is 0.603. (3) The peptide sequence is FFLFNILTGKKITAH. The MHC is H-2-IAd with pseudo-sequence H-2-IAd. The binding affinity (normalized) is 0.415. (4) The peptide sequence is IIFIFRRDLLCPLGAL. The MHC is DRB1_0701 with pseudo-sequence DRB1_0701. The binding affinity (normalized) is 0.523. (5) The peptide sequence is GSDEKNLALSIKYNK. The MHC is DRB4_0101 with pseudo-sequence DRB4_0103. The binding affinity (normalized) is 0.307.